From a dataset of Peptide-MHC class I binding affinity with 185,985 pairs from IEDB/IMGT. Regression. Given a peptide amino acid sequence and an MHC pseudo amino acid sequence, predict their binding affinity value. This is MHC class I binding data. The peptide sequence is GVFYRPLHF. The MHC is HLA-B15:01 with pseudo-sequence HLA-B15:01. The binding affinity (normalized) is 0.842.